Dataset: Forward reaction prediction with 1.9M reactions from USPTO patents (1976-2016). Task: Predict the product of the given reaction. (1) The product is: [Br:1][C:2]1[CH:10]=[C:9]2[C:5]([C:6]([C:32]3[CH:33]=[CH:34][C:29]([C:27]([O:26][CH3:25])=[O:28])=[CH:30][CH:31]=3)=[N:7][N:8]2[C:11](=[O:12])[C:13]2[C:18]([C:19]([F:22])([F:21])[F:20])=[CH:17][CH:16]=[CH:15][C:14]=2[Cl:23])=[CH:4][CH:3]=1. Given the reactants [Br:1][C:2]1[CH:10]=[C:9]2[C:5]([C:6](I)=[N:7][N:8]2[C:11]([C:13]2[C:18]([C:19]([F:22])([F:21])[F:20])=[CH:17][CH:16]=[CH:15][C:14]=2[Cl:23])=[O:12])=[CH:4][CH:3]=1.[CH3:25][O:26][C:27]([C:29]1[CH:34]=[CH:33][C:32](B(O)O)=[CH:31][CH:30]=1)=[O:28].[F-].[K+].O1CCOCC1, predict the reaction product. (2) Given the reactants [Cl:1][C:2]1[CH:3]=[CH:4][C:5]2[O:10][CH:9]([C:11]([F:14])([F:13])[F:12])[C:8]([C:15]([O:17]CC)=[O:16])=[C:7]([CH:20]=[CH2:21])[C:6]=2[CH:22]=1.[OH-].[Na+], predict the reaction product. The product is: [Cl:1][C:2]1[CH:3]=[CH:4][C:5]2[O:10][CH:9]([C:11]([F:13])([F:12])[F:14])[C:8]([C:15]([OH:17])=[O:16])=[C:7]([CH:20]=[CH2:21])[C:6]=2[CH:22]=1. (3) The product is: [Cl:21][C:17]1[CH:16]=[C:15]([S:12]([NH:11][C:9]2[CH:8]=[C:7]([CH3:22])[N:6]=[C:5]3[S:4][C:3]([C:23]4[CH:24]=[N:25][NH:26][CH:27]=4)=[C:2]([C:41]4[CH:40]=[N:39][CH:38]=[C:37]([O:36][CH3:35])[CH:42]=4)[C:10]=23)(=[O:13])=[O:14])[CH:20]=[CH:19][CH:18]=1. Given the reactants Br[C:2]1[C:10]2[C:5](=[N:6][C:7]([CH3:22])=[CH:8][C:9]=2[NH:11][S:12]([C:15]2[CH:20]=[CH:19][CH:18]=[C:17]([Cl:21])[CH:16]=2)(=[O:14])=[O:13])[S:4][C:3]=1[C:23]1[CH:24]=[N:25][N:26](C(OC(C)(C)C)=O)[CH:27]=1.[CH3:35][O:36][C:37]1[CH:38]=[N:39][CH:40]=[C:41](B2OC(C)(C)C(C)(C)O2)[CH:42]=1.C(=O)([O-])[O-].[K+].[K+].O1CCOCC1, predict the reaction product.